From a dataset of Forward reaction prediction with 1.9M reactions from USPTO patents (1976-2016). Predict the product of the given reaction. (1) Given the reactants [CH:1]1([NH:7][C:8](=[O:23])[N:9]([C:11]2[CH:16]=[CH:15][C:14]([S:17][C:18]([F:21])([F:20])[F:19])=[CH:13][C:12]=2[F:22])[CH3:10])[CH2:6][CH2:5][CH2:4][CH2:3][CH2:2]1.C(N(C(C)C)CC)(C)C.[F:33][C:34]1[CH:42]=[CH:41][CH:40]=[C:39]([F:43])[C:35]=1[C:36](Cl)=[O:37].C(OCC)(=O)C, predict the reaction product. The product is: [CH:1]1([N:7]([C:36](=[O:37])[C:35]2[C:34]([F:33])=[CH:42][CH:41]=[CH:40][C:39]=2[F:43])[C:8]([N:9]([C:11]2[CH:16]=[CH:15][C:14]([S:17][C:18]([F:19])([F:20])[F:21])=[CH:13][C:12]=2[F:22])[CH3:10])=[O:23])[CH2:6][CH2:5][CH2:4][CH2:3][CH2:2]1. (2) Given the reactants [CH3:1][O:2][C:3]([C:5]1[N:6]=[CH:7][C:8]2[C:13]([C:14]=1[OH:15])=[CH:12][CH:11]=[CH:10][C:9]=2I)=[O:4].[CH3:17][O:18][C:19]1[CH:20]=[C:21]([OH:25])[CH:22]=[CH:23][CH:24]=1, predict the reaction product. The product is: [CH3:1][O:2][C:3]([C:5]1[N:6]=[CH:7][C:8]2[C:13]([C:14]=1[OH:15])=[CH:12][CH:11]=[CH:10][C:9]=2[O:25][C:21]1[CH:22]=[CH:23][CH:24]=[C:19]([O:18][CH3:17])[CH:20]=1)=[O:4].